From a dataset of Forward reaction prediction with 1.9M reactions from USPTO patents (1976-2016). Predict the product of the given reaction. Given the reactants C([O:8][C:9]([C:11]1[C:20]2[C:15](=[CH:16][CH:17]=[CH:18][CH:19]=2)[C:14]([O:21][CH3:22])=[C:13]([I:23])[C:12]=1[O:24][CH3:25])=[O:10])C1C=CC=CC=1.C[Si](I)(C)C.C([O-])(O)=O.[Na+].[O-]S([O-])(=S)=O.[Na+].[Na+].Cl, predict the reaction product. The product is: [I:23][C:13]1[C:12]([O:24][CH3:25])=[C:11]([C:9]([OH:10])=[O:8])[C:20]2[C:15]([C:14]=1[O:21][CH3:22])=[CH:16][CH:17]=[CH:18][CH:19]=2.